Task: Predict the product of the given reaction.. Dataset: Forward reaction prediction with 1.9M reactions from USPTO patents (1976-2016) Given the reactants [CH3:1][CH2:2][O:3][C:4]([C@@H:6]([N:15]1[C:27](=[O:28])[C@H:26]2[N:19]([C@@H:20]3[C@H:24]([CH2:25]2)[CH2:23][CH2:22][CH2:21]3)[C:17](=[O:18])[C@@H:16]1[CH3:29])[CH2:7][CH2:8][C:9]1[CH:14]=[CH:13][CH:12]=[CH:11][CH:10]=1)=[O:5].[CH3:30][CH2:31][O:32][C:33]([C:35]1[C:40]([C:41]2[C:46]([Cl:47])=[CH:45][CH:44]=[CH:43][CH:42]=2)=[C:39]([C:48]([O:50][CH3:51])=[O:49])[C:38]([CH3:52])=[N:37][C:36]=1[CH2:53][O:54][CH2:55][CH2:56][NH2:57])=[O:34].C(O)(C(O)=O)=O, predict the reaction product. The product is: [CH3:1][CH2:2][O:3][C:4]([C@@H:6]([NH:15][C@H:16]([C:17]([N:19]1[C@H:26]([C:27]([OH:28])=[O:32])[CH2:25][C@H:24]2[C@@H:20]1[CH2:21][CH2:22][CH2:23]2)=[O:18])[CH3:29])[CH2:7][CH2:8][C:9]1[CH:14]=[CH:13][CH:12]=[CH:11][CH:10]=1)=[O:5].[CH3:30][CH2:31][O:32][C:33]([C:35]1[CH:40]([C:41]2[CH:42]=[CH:43][CH:44]=[CH:45][C:46]=2[Cl:47])[C:39]([C:48]([O:50][CH3:51])=[O:49])=[C:38]([CH3:52])[NH:37][C:36]=1[CH2:53][O:54][CH2:55][CH2:56][NH2:57])=[O:34].